This data is from Catalyst prediction with 721,799 reactions and 888 catalyst types from USPTO. The task is: Predict which catalyst facilitates the given reaction. (1) Reactant: [Br:1][C:2]1[N:7]=[C:6]([C:8]([OH:10])=O)[CH:5]=[CH:4][CH:3]=1.C(N1C=CN=C1)(N1C=CN=C1)=O.[CH3:23][S:24]([NH2:27])(=[O:26])=[O:25].C1(C2CCCCCCCCCC=2)CCCCCCCCNN=1. Product: [Br:1][C:2]1[N:7]=[C:6]([C:8]([NH:27][S:24]([CH3:23])(=[O:26])=[O:25])=[O:10])[CH:5]=[CH:4][CH:3]=1. The catalyst class is: 7. (2) Reactant: Cl.[NH:2]1[CH2:5][CH2:4][CH2:3]1.[F:6][C:7]1[C:33]([F:34])=[CH:32][CH:31]=[CH:30][C:8]=1[CH2:9][S:10][C:11]1[N:16]=[C:15]([NH:17][S:18]([N:21]2[CH2:26][CH2:25][C:24](=O)[CH2:23][CH2:22]2)(=[O:20])=[O:19])[CH:14]=[C:13]([O:28][CH3:29])[N:12]=1.C(O[BH-](OC(=O)C)OC(=O)C)(=O)C.[Na+].[OH-].[Na+].Cl. Product: [N:2]1([CH:24]2[CH2:25][CH2:26][N:21]([S:18]([NH:17][C:15]3[CH:14]=[C:13]([O:28][CH3:29])[N:12]=[C:11]([S:10][CH2:9][C:8]4[CH:30]=[CH:31][CH:32]=[C:33]([F:34])[C:7]=4[F:6])[N:16]=3)(=[O:19])=[O:20])[CH2:22][CH2:23]2)[CH2:5][CH2:4][CH2:3]1. The catalyst class is: 322. (3) Reactant: [NH2:1][C:2]1[CH:7]=[N:6][C:5]([C:8]([O:10][CH3:11])=[O:9])=[C:4]2[O:12][C:13]([CH3:17])([CH3:16])[O:14][CH2:15][C:3]=12.[F:18][C:19]1[CH:27]=[CH:26][C:22]([C:23](Cl)=[O:24])=[CH:21][CH:20]=1.[Cl-].[NH4+]. Product: [F:18][C:19]1[CH:27]=[CH:26][C:22]([C:23]([NH:1][C:2]2[CH:7]=[N:6][C:5]([C:8]([O:10][CH3:11])=[O:9])=[C:4]3[O:12][C:13]([CH3:17])([CH3:16])[O:14][CH2:15][C:3]=23)=[O:24])=[CH:21][CH:20]=1. The catalyst class is: 341. (4) Reactant: [CH3:1][O:2][CH:3]([O:10][CH3:11])[CH2:4][N:5]([CH3:9])[C:6]([NH2:8])=[O:7].[Cl:12][C:13]1[N:14]=[N:15][C:16](Cl)=[CH:17][C:18]=1[C:19]([F:22])([F:21])[F:20].C1(P(C2C=CC=CC=2)C2C3OC4C(=CC=CC=4P(C4C=CC=CC=4)C4C=CC=CC=4)C(C)(C)C=3C=CC=2)C=CC=CC=1.C([O-])([O-])=O.[K+].[K+]. Product: [Cl:12][C:13]1[N:14]=[N:15][C:16]([NH:8][C:6](=[O:7])[N:5]([CH2:4][CH:3]([O:10][CH3:11])[O:2][CH3:1])[CH3:9])=[CH:17][C:18]=1[C:19]([F:22])([F:20])[F:21]. The catalyst class is: 62. (5) Reactant: [CH3:1][O:2][C:3]1[C:8]([N:9]2[C:13]([C:14]([F:17])([F:16])[F:15])=[N:12][N:11]=[N:10]2)=[CH:7][CH:6]=[C:5]([O:18][CH3:19])[C:4]=1[CH2:20][OH:21].C[N+]1([O-])CCOCC1. Product: [CH3:1][O:2][C:3]1[C:8]([N:9]2[C:13]([C:14]([F:17])([F:16])[F:15])=[N:12][N:11]=[N:10]2)=[CH:7][CH:6]=[C:5]([O:18][CH3:19])[C:4]=1[CH:20]=[O:21]. The catalyst class is: 678. (6) Reactant: [CH2:1]([N:3]([CH2:21][CH3:22])[CH2:4][CH2:5][O:6][C:7]1[CH:17]=[CH:16][C:15]([N+:18]([O-])=O)=[CH:14][C:8]=1[C:9]([O:11][CH2:12][CH3:13])=[O:10])[CH3:2].ClCCl.CO.N. Product: [NH2:18][C:15]1[CH:16]=[CH:17][C:7]([O:6][CH2:5][CH2:4][N:3]([CH2:21][CH3:22])[CH2:1][CH3:2])=[C:8]([CH:14]=1)[C:9]([O:11][CH2:12][CH3:13])=[O:10]. The catalyst class is: 13. (7) Reactant: [CH3:1][N:2]([CH2:6][CH2:7][N:8]([CH3:21])[C:9]1[S:10][C:11]2[CH:17]=[C:16]([N+:18]([O-])=O)[CH:15]=[CH:14][C:12]=2[N:13]=1)[C:3](=[O:5])[CH3:4]. Product: [NH2:18][C:16]1[CH:15]=[CH:14][C:12]2[N:13]=[C:9]([N:8]([CH3:21])[CH2:7][CH2:6][N:2]([CH3:1])[C:3](=[O:5])[CH3:4])[S:10][C:11]=2[CH:17]=1. The catalyst class is: 791.